This data is from Peptide-MHC class II binding affinity with 134,281 pairs from IEDB. The task is: Regression. Given a peptide amino acid sequence and an MHC pseudo amino acid sequence, predict their binding affinity value. This is MHC class II binding data. (1) The peptide sequence is EEDKENALSLLDKIYT. The MHC is DRB1_1201 with pseudo-sequence DRB1_1201. The binding affinity (normalized) is 0.406. (2) The peptide sequence is LDAYNMMISAGFSLW. The MHC is DRB1_0701 with pseudo-sequence DRB1_0701. The binding affinity (normalized) is 0.720.